Dataset: Full USPTO retrosynthesis dataset with 1.9M reactions from patents (1976-2016). Task: Predict the reactants needed to synthesize the given product. (1) Given the product [Cl:19][C:17]1[CH:18]=[C:13]([CH:11]([NH:10][C:8]([C:6]2[CH:5]=[CH:4][N:3]=[C:2]([NH:1][C:30]([CH:26]3[CH2:29][CH2:28][CH2:27]3)=[O:31])[N:7]=2)=[O:9])[CH3:12])[CH:14]=[N:15][C:16]=1[O:20][CH2:21][C:22]([F:24])([F:23])[F:25], predict the reactants needed to synthesize it. The reactants are: [NH2:1][C:2]1[N:7]=[C:6]([C:8]([NH:10][CH:11]([C:13]2[CH:14]=[N:15][C:16]([O:20][CH2:21][C:22]([F:25])([F:24])[F:23])=[C:17]([Cl:19])[CH:18]=2)[CH3:12])=[O:9])[CH:5]=[CH:4][N:3]=1.[CH:26]1([C:30](Cl)=[O:31])[CH2:29][CH2:28][CH2:27]1. (2) Given the product [OH:5][CH2:4][C@H:2]([N:1]1[C:9](=[O:10])[C:8]2[C:7](=[CH:15][CH:14]=[CH:13][CH:12]=2)[C:6]1=[O:11])[CH3:3], predict the reactants needed to synthesize it. The reactants are: [NH2:1][C@@H:2]([CH2:4][OH:5])[CH3:3].[C:6]1(=O)[O:11][C:9](=[O:10])[C:8]2=[CH:12][CH:13]=[CH:14][CH:15]=[C:7]12. (3) Given the product [C:20]([N:1]1[C:9]2[C:4](=[CH:5][CH:6]=[CH:7][CH:8]=2)[CH2:3][CH:2]1[C:10]([OH:12])=[O:11])(=[O:27])[C:21]1[CH:26]=[CH:25][CH:24]=[CH:23][CH:22]=1, predict the reactants needed to synthesize it. The reactants are: [NH:1]1[C:9]2[C:4](=[CH:5][CH:6]=[CH:7][CH:8]=2)[CH2:3][CH:2]1[C:10]([OH:12])=[O:11].C(N(CC)CC)C.[C:20](Cl)(=[O:27])[C:21]1[CH:26]=[CH:25][CH:24]=[CH:23][CH:22]=1.